This data is from Forward reaction prediction with 1.9M reactions from USPTO patents (1976-2016). The task is: Predict the product of the given reaction. (1) Given the reactants [NH2:1][C:2]1[CH:3]=[C:4]2[C:8](=[CH:9][CH:10]=1)[NH:7][N:6]=[CH:5]2.N[C@@H]1CCCC[C@H]1N.[O-]P([O-])([O-])=O.[K+].[K+].[K+].[F:27][C:28]1[CH:33]=[CH:32][C:31](I)=[CH:30][CH:29]=1.N#N, predict the reaction product. The product is: [F:27][C:28]1[CH:33]=[CH:32][C:31]([N:7]2[C:8]3[C:4](=[CH:3][C:2]([NH2:1])=[CH:10][CH:9]=3)[CH:5]=[N:6]2)=[CH:30][CH:29]=1. (2) Given the reactants [N:1]1([C:7]2[N:12]=[CH:11][C:10]([C:13]3[CH:18]=[N:17][N:16]4[C:19]([C:22]5[CH:23]=[C:24]([NH:28][C:29]([NH:31][CH2:32][C:33]([F:36])([F:35])[F:34])=[O:30])[CH:25]=[CH:26][CH:27]=5)=[CH:20][N:21]=[C:15]4[CH:14]=3)=[CH:9][CH:8]=2)[CH2:6][CH2:5][NH:4][CH2:3][CH2:2]1.[N:37]1([C:42](Cl)=[O:43])[CH2:41][CH2:40][CH2:39][CH2:38]1.C(N(CC)C(C)C)(C)C, predict the reaction product. The product is: [N:37]1([C:42]([N:4]2[CH2:5][CH2:6][N:1]([C:7]3[N:12]=[CH:11][C:10]([C:13]4[CH:18]=[N:17][N:16]5[C:19]([C:22]6[CH:23]=[C:24]([NH:28][C:29]([NH:31][CH2:32][C:33]([F:34])([F:35])[F:36])=[O:30])[CH:25]=[CH:26][CH:27]=6)=[CH:20][N:21]=[C:15]5[CH:14]=4)=[CH:9][CH:8]=3)[CH2:2][CH2:3]2)=[O:43])[CH2:41][CH2:40][CH2:39][CH2:38]1. (3) The product is: [OH:24][C:15]1[NH:14][C:13](=[O:32])[N:12]([CH2:11][C:4]2[CH:5]=[CH:6][CH:7]=[CH:8][CH:3]=2)[C:17](=[O:18])[C:16]=1[C:19]([O:21][CH2:22][CH3:23])=[O:20]. Given the reactants CO[C:3]1[CH:8]=[C:7](OC)[CH:6]=[CH:5][C:4]=1[CH2:11][N:12]1[C:17]([OH:18])=[C:16]([C:19]([O:21][CH2:22][CH3:23])=[O:20])[C:15](=[O:24])[N:14](CC2C=CC=CC=2)[C:13]1=[O:32], predict the reaction product. (4) Given the reactants [O:1]([C:8]1[CH:13]=[CH:12][CH:11]=[CH:10][C:9]=1[NH:14][S:15]([C:18]1[CH:30]=[CH:29][C:21]([C:22]([NH:24][CH2:25][C:26]([OH:28])=O)=[O:23])=[CH:20][CH:19]=1)(=[O:17])=[O:16])[C:2]1[CH:7]=[CH:6][CH:5]=[CH:4][CH:3]=1.[NH2:31][C:32]1[CH:33]=[CH:34][C:35]([NH:38][C:39](=[O:41])[CH3:40])=[N:36][CH:37]=1, predict the reaction product. The product is: [C:39]([NH:38][C:35]1[N:36]=[CH:37][C:32]([NH:31][C:26]([CH2:25][NH:24][C:22](=[O:23])[C:21]2[CH:29]=[CH:30][C:18]([S:15](=[O:16])(=[O:17])[NH:14][C:9]3[CH:10]=[CH:11][CH:12]=[CH:13][C:8]=3[O:1][C:2]3[CH:3]=[CH:4][CH:5]=[CH:6][CH:7]=3)=[CH:19][CH:20]=2)=[O:28])=[CH:33][CH:34]=1)(=[O:41])[CH3:40]. (5) Given the reactants [Br:1][C:2]1[CH:7]=[CH:6][CH:5]=[CH:4][C:3]=1[NH:8][CH2:9][C:10]1[NH:14][C:13]2[CH:15]=[C:16]([CH2:19][CH2:20][C:21](OC)=[O:22])[CH:17]=[CH:18][C:12]=2[N:11]=1.[H-].[H-].[H-].[H-].[Li+].[Al+3], predict the reaction product. The product is: [Br:1][C:2]1[CH:7]=[CH:6][CH:5]=[CH:4][C:3]=1[NH:8][CH2:9][C:10]1[NH:14][C:13]2[CH:15]=[C:16]([CH2:19][CH2:20][CH2:21][OH:22])[CH:17]=[CH:18][C:12]=2[N:11]=1. (6) Given the reactants [I:1][C:2]1[CH:3]=[C:4]([CH:16]=[CH:17][CH:18]=1)[CH2:5][NH:6][C:7]([NH:9][CH2:10][C:11](OCC)=[O:12])=[O:8].[OH-].[Na+], predict the reaction product. The product is: [I:1][C:2]1[CH:3]=[C:4]([CH:16]=[CH:17][CH:18]=1)[CH2:5][N:6]1[C:11](=[O:12])[CH2:10][NH:9][C:7]1=[O:8]. (7) Given the reactants [N:1]1S[N:4]=[C:3]2[CH:6]=[C:7]([CH2:10][N:11]3[C:16](=[O:17])[CH:15]=[CH:14][C:13]([C:18]4[CH:23]=[C:22]([F:24])[C:21]([F:25])=[C:20]([F:26])[CH:19]=4)=[N:12]3)[CH:8]=[CH:9][C:2]=12, predict the reaction product. The product is: [NH2:4][C:3]1[CH:6]=[C:7]([CH:8]=[CH:9][C:2]=1[NH2:1])[CH2:10][N:11]1[C:16](=[O:17])[CH:15]=[CH:14][C:13]([C:18]2[CH:19]=[C:20]([F:26])[C:21]([F:25])=[C:22]([F:24])[CH:23]=2)=[N:12]1. (8) Given the reactants [CH3:1][N:2]([CH:10]1[CH2:15][CH2:14][N:13]([CH3:16])[CH2:12][CH2:11]1)[C:3]1[CH:8]=[CH:7][CH:6]=[C:5]([NH2:9])[N:4]=1.Cl.[C:18]([Cl:26])(=[O:25])[C:19]1[CH:24]=[CH:23][N:22]=[CH:21][CH:20]=1, predict the reaction product. The product is: [ClH:26].[CH3:1][N:2]([CH:10]1[CH2:15][CH2:14][N:13]([CH3:16])[CH2:12][CH2:11]1)[C:3]1[N:4]=[C:5]([NH:9][C:18](=[O:25])[C:19]2[CH:24]=[CH:23][N:22]=[CH:21][CH:20]=2)[CH:6]=[CH:7][CH:8]=1.